This data is from Forward reaction prediction with 1.9M reactions from USPTO patents (1976-2016). The task is: Predict the product of the given reaction. (1) Given the reactants [CH3:1][S:2]([O:5]S(C)(=O)=O)(=O)=[O:3].[N:10]1([CH2:15][CH2:16][CH2:17][O:18][C:19]2[CH:24]=[CH:23][C:22]([C:25]3([CH2:31][N:32]4[CH2:37][CH2:36][NH:35][CH2:34][CH2:33]4)[CH2:30][CH2:29][CH2:28][CH2:27][CH2:26]3)=[CH:21][CH:20]=2)[CH2:14][CH2:13][CH2:12][CH2:11]1.N1C=CC=CC=1, predict the reaction product. The product is: [CH3:1][S:2]([N:35]1[CH2:36][CH2:37][N:32]([CH2:31][C:25]2([C:22]3[CH:21]=[CH:20][C:19]([O:18][CH2:17][CH2:16][CH2:15][N:10]4[CH2:11][CH2:12][CH2:13][CH2:14]4)=[CH:24][CH:23]=3)[CH2:26][CH2:27][CH2:28][CH2:29][CH2:30]2)[CH2:33][CH2:34]1)(=[O:5])=[O:3]. (2) Given the reactants [NH2:1][C:2]1[CH:7]=[CH:6][C:5]([C:8]([N:10]2[CH2:15][CH2:14][CH:13]([NH:16][C:17]3[N:22]=[C:21]([C:23]4[C:31]5[C:26](=[CH:27][CH:28]=[CH:29][CH:30]=5)[N:25](S(C5C=CC=CC=5)(=O)=O)[CH:24]=4)[C:20]([Cl:41])=[CH:19][N:18]=3)[CH2:12][CH2:11]2)=[O:9])=[C:4]([F:42])[CH:3]=1.[OH-].[Na+], predict the reaction product. The product is: [NH2:1][C:2]1[CH:7]=[CH:6][C:5]([C:8]([N:10]2[CH2:15][CH2:14][CH:13]([NH:16][C:17]3[N:22]=[C:21]([C:23]4[C:31]5[C:26](=[CH:27][CH:28]=[CH:29][CH:30]=5)[NH:25][CH:24]=4)[C:20]([Cl:41])=[CH:19][N:18]=3)[CH2:12][CH2:11]2)=[O:9])=[C:4]([F:42])[CH:3]=1. (3) Given the reactants C([O:3][C:4](=[O:30])[C:5]1[CH:10]=[CH:9][C:8]([CH2:11][CH2:12][CH2:13][C:14]2[C:22]3[C:17](=[CH:18][CH:19]=[C:20]([Cl:23])[CH:21]=3)[NH:16][C:15]=2[CH2:24][CH2:25][NH:26][C:27](=[O:29])[CH3:28])=[CH:7][CH:6]=1)C.Br[CH:32]([C:39]1[CH:44]=[CH:43][CH:42]=[CH:41][CH:40]=1)[C:33]1[CH:38]=[CH:37][CH:36]=[CH:35][CH:34]=1.CC(C)([O-])C.[OH-].[K+].Cl, predict the reaction product. The product is: [C:27]([NH:26][CH2:25][CH2:24][C:15]1[N:16]([CH:32]([C:33]2[CH:38]=[CH:37][CH:36]=[CH:35][CH:34]=2)[C:39]2[CH:44]=[CH:43][CH:42]=[CH:41][CH:40]=2)[C:17]2[C:22]([C:14]=1[CH2:13][CH2:12][CH2:11][C:8]1[CH:7]=[CH:6][C:5]([C:4]([OH:3])=[O:30])=[CH:10][CH:9]=1)=[CH:21][C:20]([Cl:23])=[CH:19][CH:18]=2)(=[O:29])[CH3:28]. (4) The product is: [CH3:2][S:3]([O:6][C:7]1[C:20](=[O:21])[N:11]2[CH2:12][CH:13]3[CH2:18][CH2:17][C:16]([NH:19][C:46](=[O:47])[C:45]([N:44]([CH3:50])[CH3:43])=[O:49])([C:10]2=[N:9][C:8]=1[C:22](=[O:32])[NH:23][CH2:24][C:25]1[CH:30]=[CH:29][C:28]([F:31])=[CH:27][CH:26]=1)[CH2:15][CH2:14]3)(=[O:4])=[O:5]. Given the reactants Cl.[CH3:2][S:3]([O:6][C:7]1[C:20](=[O:21])[N:11]2[CH2:12][CH:13]3[CH2:18][CH2:17][C:16]([NH2:19])([C:10]2=[N:9][C:8]=1[C:22](=[O:32])[NH:23][CH2:24][C:25]1[CH:30]=[CH:29][C:28]([F:31])=[CH:27][CH:26]=1)[CH2:15][CH2:14]3)(=[O:5])=[O:4].C1C=NC2N(O)N=NC=2C=1.[CH3:43][N:44]([CH3:50])[C:45](=[O:49])[C:46](O)=[O:47].C(N(CC)CC)C.C(Cl)CCl, predict the reaction product. (5) Given the reactants Cl.[CH3:2][O:3][C:4](=[O:8])[C@@H:5]([CH3:7])[NH2:6].[CH2:9]([O:13][C:14]1[CH:19]=[CH:18][C:17]([S:20](Cl)(=[O:22])=[O:21])=[CH:16][CH:15]=1)[C:10]#[C:11][CH3:12], predict the reaction product. The product is: [CH3:2][O:3][C:4](=[O:8])[C@H:5]([NH:6][S:20]([C:17]1[CH:16]=[CH:15][C:14]([O:13][CH2:9][C:10]#[C:11][CH3:12])=[CH:19][CH:18]=1)(=[O:22])=[O:21])[CH3:7]. (6) Given the reactants Cl[C:2]1[N:7]=[C:6]([N:8]2[CH2:13][CH2:12][O:11][CH2:10][CH2:9]2)[N:5]=[C:4]([N:14]2[C:18]3[CH:19]=[CH:20][CH:21]=[C:22]([O:23][CH3:24])[C:17]=3[N:16]=[C:15]2[CH:25]([F:27])[F:26])[N:3]=1.[NH2:28][C@@H:29]1[CH2:33][CH2:32][N:31]([C:34]([O:36][C:37]([CH3:40])([CH3:39])[CH3:38])=[O:35])[CH2:30]1, predict the reaction product. The product is: [F:26][CH:25]([F:27])[C:15]1[N:14]([C:4]2[N:5]=[C:6]([N:8]3[CH2:13][CH2:12][O:11][CH2:10][CH2:9]3)[N:7]=[C:2]([NH:28][C@@H:29]3[CH2:33][CH2:32][N:31]([C:34]([O:36][C:37]([CH3:40])([CH3:39])[CH3:38])=[O:35])[CH2:30]3)[N:3]=2)[C:18]2[CH:19]=[CH:20][CH:21]=[C:22]([O:23][CH3:24])[C:17]=2[N:16]=1. (7) Given the reactants [Cl:1][C:2]1[CH:7]=[CH:6][C:5]([C:8]2[CH:13]=[C:12]([CH:14]([F:16])[F:15])[N:11]3[N:17]=[CH:18][C:19]([C:20](O)=[O:21])=[C:10]3[N:9]=2)=[CH:4][CH:3]=1.O[NH:24][C:25]([C:27]1[S:28][C:29]([S:32](=[O:35])(=[O:34])[NH2:33])=[CH:30][CH:31]=1)=[NH:26], predict the reaction product. The product is: [Cl:1][C:2]1[CH:7]=[CH:6][C:5]([C:8]2[CH:13]=[C:12]([CH:14]([F:15])[F:16])[N:11]3[N:17]=[CH:18][C:19]([C:20]4[O:21][N:26]=[C:25]([C:27]5[S:28][C:29]([S:32]([NH2:33])(=[O:35])=[O:34])=[CH:30][CH:31]=5)[N:24]=4)=[C:10]3[N:9]=2)=[CH:4][CH:3]=1. (8) Given the reactants [F:1][C:2]1[CH:7]=[CH:6][C:5]([C@@H:8]([NH:13][S@@:14]([C:16]([CH3:19])([CH3:18])[CH3:17])=[O:15])[CH2:9][N+:10]([O-])=O)=[CH:4][CH:3]=1.[NH4+].[Cl-], predict the reaction product. The product is: [NH2:10][CH2:9][C@H:8]([NH:13][S@@:14]([C:16]([CH3:19])([CH3:18])[CH3:17])=[O:15])[C:5]1[CH:4]=[CH:3][C:2]([F:1])=[CH:7][CH:6]=1.